Dataset: Catalyst prediction with 721,799 reactions and 888 catalyst types from USPTO. Task: Predict which catalyst facilitates the given reaction. Reactant: BrCCBr.II.[Mg].[CH2:8]([N:15]1[CH2:20][CH2:19][CH:18](Br)[CH2:17][CH2:16]1)[C:9]1[CH:14]=[CH:13][CH:12]=[CH:11][CH:10]=1.[C:22](#N)[C:23]1[CH:28]=[CH:27][CH:26]=[CH:25][CH:24]=1.[Cl-].[NH4+].C1C[O:35]CC1. Product: [CH2:8]([N:15]1[CH2:20][CH2:19][CH:18]([C:22](=[O:35])[C:23]2[CH:28]=[CH:27][CH:26]=[CH:25][CH:24]=2)[CH2:17][CH2:16]1)[C:9]1[CH:14]=[CH:13][CH:12]=[CH:11][CH:10]=1. The catalyst class is: 25.